This data is from NCI-60 drug combinations with 297,098 pairs across 59 cell lines. The task is: Regression. Given two drug SMILES strings and cell line genomic features, predict the synergy score measuring deviation from expected non-interaction effect. (1) Drug 1: CC(CN1CC(=O)NC(=O)C1)N2CC(=O)NC(=O)C2. Drug 2: CC12CCC3C(C1CCC2O)C(CC4=C3C=CC(=C4)O)CCCCCCCCCS(=O)CCCC(C(F)(F)F)(F)F. Cell line: A498. Synergy scores: CSS=19.6, Synergy_ZIP=-4.34, Synergy_Bliss=-1.01, Synergy_Loewe=0.156, Synergy_HSA=0.318. (2) Drug 1: CC1C(C(CC(O1)OC2CC(OC(C2O)C)OC3=CC4=CC5=C(C(=O)C(C(C5)C(C(=O)C(C(C)O)O)OC)OC6CC(C(C(O6)C)O)OC7CC(C(C(O7)C)O)OC8CC(C(C(O8)C)O)(C)O)C(=C4C(=C3C)O)O)O)O. Drug 2: CC1=C(C(=O)C2=C(C1=O)N3CC4C(C3(C2COC(=O)N)OC)N4)N. Cell line: SK-MEL-28. Synergy scores: CSS=26.3, Synergy_ZIP=-0.848, Synergy_Bliss=1.24, Synergy_Loewe=-2.42, Synergy_HSA=-0.651. (3) Drug 1: C1=CC(=CC=C1CCCC(=O)O)N(CCCl)CCCl. Drug 2: C1C(C(OC1N2C=NC3=C2NC=NCC3O)CO)O. Cell line: A549. Synergy scores: CSS=28.6, Synergy_ZIP=-1.57, Synergy_Bliss=-0.542, Synergy_Loewe=-5.04, Synergy_HSA=0.611. (4) Drug 1: CCC(=C(C1=CC=CC=C1)C2=CC=C(C=C2)OCCN(C)C)C3=CC=CC=C3.C(C(=O)O)C(CC(=O)O)(C(=O)O)O. Drug 2: C1CN(CCN1C(=O)CCBr)C(=O)CCBr. Cell line: A498. Synergy scores: CSS=12.9, Synergy_ZIP=-0.526, Synergy_Bliss=1.82, Synergy_Loewe=-0.0641, Synergy_HSA=1.12. (5) Drug 1: CN(C(=O)NC(C=O)C(C(C(CO)O)O)O)N=O. Drug 2: C(CN)CNCCSP(=O)(O)O. Synergy scores: CSS=-0.0685, Synergy_ZIP=1.38, Synergy_Bliss=2.34, Synergy_Loewe=-1.52, Synergy_HSA=-1.13. Cell line: SNB-19. (6) Drug 1: COC1=C(C=C2C(=C1)N=CN=C2NC3=CC(=C(C=C3)F)Cl)OCCCN4CCOCC4. Drug 2: C1=CC(=CC=C1CCC2=CNC3=C2C(=O)NC(=N3)N)C(=O)NC(CCC(=O)O)C(=O)O. Cell line: T-47D. Synergy scores: CSS=19.6, Synergy_ZIP=-4.81, Synergy_Bliss=-1.07, Synergy_Loewe=1.77, Synergy_HSA=2.01.